This data is from NCI-60 drug combinations with 297,098 pairs across 59 cell lines. The task is: Regression. Given two drug SMILES strings and cell line genomic features, predict the synergy score measuring deviation from expected non-interaction effect. (1) Drug 1: CCCS(=O)(=O)NC1=C(C(=C(C=C1)F)C(=O)C2=CNC3=C2C=C(C=N3)C4=CC=C(C=C4)Cl)F. Drug 2: CN(C)N=NC1=C(NC=N1)C(=O)N. Cell line: IGROV1. Synergy scores: CSS=14.1, Synergy_ZIP=-5.64, Synergy_Bliss=1.25, Synergy_Loewe=-0.813, Synergy_HSA=1.04. (2) Drug 1: CCC1(CC2CC(C3=C(CCN(C2)C1)C4=CC=CC=C4N3)(C5=C(C=C6C(=C5)C78CCN9C7C(C=CC9)(C(C(C8N6C)(C(=O)OC)O)OC(=O)C)CC)OC)C(=O)OC)O.OS(=O)(=O)O. Drug 2: COC1=C2C(=CC3=C1OC=C3)C=CC(=O)O2. Cell line: SF-268. Synergy scores: CSS=8.85, Synergy_ZIP=2.32, Synergy_Bliss=3.85, Synergy_Loewe=-0.914, Synergy_HSA=2.05.